Dataset: Acute oral toxicity (LD50) regression data from Zhu et al.. Task: Regression/Classification. Given a drug SMILES string, predict its toxicity properties. Task type varies by dataset: regression for continuous values (e.g., LD50, hERG inhibition percentage) or binary classification for toxic/non-toxic outcomes (e.g., AMES mutagenicity, cardiotoxicity, hepatotoxicity). Dataset: ld50_zhu. (1) The compound is CCSP(=O)(OC)SCC. The rat oral LD50 is 3.10, given as -log10 of the dose in mol/kg body weight (higher means more acutely toxic). (2) The molecule is CCSC(=O)N(CC)C1CCCCC1. The rat oral LD50 is 2.11, given as -log10 of the dose in mol/kg body weight (higher means more acutely toxic). (3) The drug is C=C(C)C1CC=C(C=NO)CC1. The rat oral LD50 is 1.82, given as -log10 of the dose in mol/kg body weight (higher means more acutely toxic). (4) The molecule is O=[N+]([O-])c1ccc(CCl)cc1. The rat oral LD50 is 1.98, given as -log10 of the dose in mol/kg body weight (higher means more acutely toxic). (5) The drug is CCOc1ccc(NCCC#N)cc1. The rat oral LD50 is 1.62, given as -log10 of the dose in mol/kg body weight (higher means more acutely toxic). (6) The rat oral LD50 is 3.52, given as -log10 of the dose in mol/kg body weight (higher means more acutely toxic). The compound is CCN(C(=O)c1cc(Cl)nc(Cl)c1)C1CC1.